This data is from Full USPTO retrosynthesis dataset with 1.9M reactions from patents (1976-2016). The task is: Predict the reactants needed to synthesize the given product. (1) Given the product [CH3:15][CH:16]([CH3:32])[C:17]([NH:19][C:20]1[CH:25]=[CH:24][CH:23]=[C:22]([CH:26]2[CH2:31][CH2:30][N:29]([CH2:2][CH2:3][CH2:4][CH2:5][CH2:6][C:7](=[O:8])[C:9]3[CH:14]=[CH:13][CH:12]=[CH:11][CH:10]=3)[CH2:28][CH2:27]2)[CH:21]=1)=[O:18], predict the reactants needed to synthesize it. The reactants are: Cl[CH2:2][CH2:3][CH2:4][CH2:5][CH2:6][C:7]([C:9]1[CH:14]=[CH:13][CH:12]=[CH:11][CH:10]=1)=[O:8].[CH3:15][CH:16]([CH3:32])[C:17]([NH:19][C:20]1[CH:25]=[CH:24][CH:23]=[C:22]([CH:26]2[CH2:31][CH2:30][NH:29][CH2:28][CH2:27]2)[CH:21]=1)=[O:18]. (2) Given the product [CH3:11][O:10][C:9](=[O:12])[NH:1][C:2]1[CH:3]=[N:4][CH:5]=[CH:6][C:7]=1[CH3:8], predict the reactants needed to synthesize it. The reactants are: [NH2:1][C:2]1[CH:3]=[N:4][CH:5]=[CH:6][C:7]=1[CH3:8].[C:9](=O)([O:12]C)[O:10][CH3:11].C(OCC)(=O)C.